From a dataset of Reaction yield outcomes from USPTO patents with 853,638 reactions. Predict the reaction yield, written as a fraction of the theoretical maximum amount of product (1.0 means a 100% yield; for example, 0.34 means a 34% yield). (1) The reactants are [NH2:1][C:2]1[CH:7]=[CH:6][C:5]([C:8]2[C:16]3[C:11](=[CH:12][C:13]([F:17])=[CH:14][CH:15]=3)[N:10]([S:18]([C:21]3[CH:26]=[CH:25][CH:24]=[CH:23][CH:22]=3)(=[O:20])=[O:19])[CH:9]=2)=[CH:4][C:3]=1[NH:27][C:28]([CH:30]1[CH2:35][CH2:34][N:33]([C:36]([O:38][C:39]([CH3:42])([CH3:41])[CH3:40])=[O:37])[CH2:32][CH2:31]1)=O. The catalyst is CC(O)=O. The product is [F:17][C:13]1[CH:12]=[C:11]2[C:16]([C:8]([C:5]3[CH:6]=[CH:7][C:2]4[N:1]=[C:28]([CH:30]5[CH2:35][CH2:34][N:33]([C:36]([O:38][C:39]([CH3:40])([CH3:41])[CH3:42])=[O:37])[CH2:32][CH2:31]5)[NH:27][C:3]=4[CH:4]=3)=[CH:9][N:10]2[S:18]([C:21]2[CH:22]=[CH:23][CH:24]=[CH:25][CH:26]=2)(=[O:20])=[O:19])=[CH:15][CH:14]=1. The yield is 0.600. (2) The reactants are [C:1]([CH2:3]P(=O)(OCC)OCC)#[N:2].C[Si](C)(C)[N-][Si](C)(C)C.[Li+].O=[C:23]1[CH2:28][CH2:27][N:26]([C:29]([O:31][C:32]([CH3:35])([CH3:34])[CH3:33])=[O:30])[CH2:25][CH2:24]1.[Cl-].[NH4+]. The catalyst is O1CCCC1. The product is [C:1]([CH:3]=[C:23]1[CH2:28][CH2:27][N:26]([C:29]([O:31][C:32]([CH3:35])([CH3:34])[CH3:33])=[O:30])[CH2:25][CH2:24]1)#[N:2]. The yield is 1.00. (3) The reactants are [Cl:1][C:2]1[CH:3]=[C:4]2[C:10](I)=[CH:9][N:8]([Si:12]([CH:19]([CH3:21])[CH3:20])([CH:16]([CH3:18])[CH3:17])[CH:13]([CH3:15])[CH3:14])[C:5]2=[N:6][CH:7]=1.C([Mg]Cl)(C)C.[C:27]([O:31][C:32](=[O:50])[N:33]([CH2:42][C:43]1[CH:48]=[CH:47][C:46]([F:49])=[CH:45][CH:44]=1)[C:34]1[S:35][C:36]([CH:40]=[O:41])=[C:37](Cl)[N:38]=1)([CH3:30])([CH3:29])[CH3:28]. The catalyst is O1CCCC1. The product is [C:27]([O:31][C:32](=[O:50])[N:33]([C:34]1[S:35][C:36]([CH:40]([C:10]2[C:4]3[C:5](=[N:6][CH:7]=[C:2]([Cl:1])[CH:3]=3)[N:8]([Si:12]([CH:19]([CH3:21])[CH3:20])([CH:16]([CH3:18])[CH3:17])[CH:13]([CH3:15])[CH3:14])[CH:9]=2)[OH:41])=[CH:37][N:38]=1)[CH2:42][C:43]1[CH:44]=[CH:45][C:46]([F:49])=[CH:47][CH:48]=1)([CH3:30])([CH3:28])[CH3:29]. The yield is 0.300. (4) The reactants are [CH:1]([OH:4])([CH3:3])[CH3:2].[H-].[Na+].[CH2:7]([N:14]1[CH2:20][C:19]2[N:21]=[CH:22][C:23](Cl)=[N:24][C:18]=2[O:17][CH2:16][CH2:15]1)[C:8]1[CH:13]=[CH:12][CH:11]=[CH:10][CH:9]=1.C1C=CC(P(C2C(C3C(P(C4C=CC=CC=4)C4C=CC=CC=4)=CC=C4C=3C=CC=C4)=C3C(C=CC=C3)=CC=2)C2C=CC=CC=2)=CC=1. The catalyst is C1(C)C=CC=CC=1.C1C=CC(/C=C/C(/C=C/C2C=CC=CC=2)=O)=CC=1.C1C=CC(/C=C/C(/C=C/C2C=CC=CC=2)=O)=CC=1.C1C=CC(/C=C/C(/C=C/C2C=CC=CC=2)=O)=CC=1.[Pd].[Pd].O. The product is [CH2:7]([N:14]1[CH2:20][C:19]2[N:21]=[CH:22][C:23]([O:4][CH:1]([CH3:3])[CH3:2])=[N:24][C:18]=2[O:17][CH2:16][CH2:15]1)[C:8]1[CH:9]=[CH:10][CH:11]=[CH:12][CH:13]=1. The yield is 0.420.